From a dataset of Forward reaction prediction with 1.9M reactions from USPTO patents (1976-2016). Predict the product of the given reaction. (1) Given the reactants C([N:8]1[CH2:12][CH2:11][C@@H:10]([NH:13][C:14](=[O:24])[CH2:15][NH:16][C:17](=[O:23])[O:18][C:19]([CH3:22])([CH3:21])[CH3:20])[CH2:9]1)C1C=CC=CC=1.[H][H].[CH3:27]O, predict the reaction product. The product is: [CH3:27][N:13]([C@@H:10]1[CH2:11][CH2:12][NH:8][CH2:9]1)[C:14](=[O:24])[CH2:15][NH:16][C:17](=[O:23])[O:18][C:19]([CH3:20])([CH3:21])[CH3:22]. (2) Given the reactants C[O:2][C:3](=[O:17])[C:4]1[CH:9]=[C:8]([C:10]#[N:11])[N:7]=[C:6]([NH:12][C@H:13]([CH2:15][CH3:16])[CH3:14])[CH:5]=1.[OH-].[Na+].Cl, predict the reaction product. The product is: [C@@H:13]([NH:12][C:6]1[CH:5]=[C:4]([CH:9]=[C:8]([C:10]#[N:11])[N:7]=1)[C:3]([OH:17])=[O:2])([CH2:15][CH3:16])[CH3:14]. (3) Given the reactants [NH2:1][C:2]1[C:6]2[C:7](=[O:28])[N:8]([CH:23]([CH:25]([CH3:27])[CH3:26])[CH3:24])[CH:9]=[C:10]([C:11]3[CH:16]=[CH:15][C:14]([N:17]4[CH2:22][CH2:21][O:20][CH2:19][CH2:18]4)=[CH:13][N:12]=3)[C:5]=2[NH:4][N:3]=1.CCCCCC.C(O)C.C(NCC)C, predict the reaction product. The product is: [NH2:1][C:2]1[C:6]2[C:7](=[O:28])[N:8]([C@H:23]([CH:25]([CH3:27])[CH3:26])[CH3:24])[CH:9]=[C:10]([C:11]3[CH:16]=[CH:15][C:14]([N:17]4[CH2:18][CH2:19][O:20][CH2:21][CH2:22]4)=[CH:13][N:12]=3)[C:5]=2[NH:4][N:3]=1. (4) Given the reactants [CH:1]1([CH2:4][O:5][C:6]2[CH:14]=[CH:13][C:9]3[O:10][CH2:11][O:12][C:8]=3[C:7]=2[C:15]2[C:16]3[N:23](COCC[Si](C)(C)C)[C:22]([CH3:32])=[C:21]([C:33]([NH:35][CH:36]4[CH2:41][CH2:40][N:39]([C:42]([O:44][C:45]([CH3:48])([CH3:47])[CH3:46])=[O:43])[CH2:38][CH2:37]4)=[O:34])[C:17]=3[N:18]=[CH:19][N:20]=2)[CH2:3][CH2:2]1.O.O.O.[F-].C([N+](CCCC)(CCCC)CCCC)CCC.C(N)CN, predict the reaction product. The product is: [CH:1]1([CH2:4][O:5][C:6]2[CH:14]=[CH:13][C:9]3[O:10][CH2:11][O:12][C:8]=3[C:7]=2[C:15]2[C:16]3[NH:23][C:22]([CH3:32])=[C:21]([C:33]([NH:35][CH:36]4[CH2:41][CH2:40][N:39]([C:42]([O:44][C:45]([CH3:48])([CH3:47])[CH3:46])=[O:43])[CH2:38][CH2:37]4)=[O:34])[C:17]=3[N:18]=[CH:19][N:20]=2)[CH2:3][CH2:2]1. (5) Given the reactants [Br:1][C:2]1[CH:3]=[C:4](N)[C:5]([NH2:8])=[CH:6][CH:7]=1.[C:10]([O:14][C:15]([N:17]1[CH2:21][CH2:20][CH2:19][C@H:18]1[C:22]([OH:24])=O)=[O:16])([CH3:13])([CH3:12])[CH3:11].CC[N:27](C(C)C)C(C)C.CN(C(ON1N=NC2C=CC=NC1=2)=[N+](C)C)C.F[P-](F)(F)(F)(F)F, predict the reaction product. The product is: [C:10]([O:14][C:15]([N:17]1[CH2:21][CH2:20][CH2:19][C@H:18]1[C:22](=[O:24])[N:8]([NH2:27])[C:5]1[CH:4]=[CH:3][C:2]([Br:1])=[CH:7][CH:6]=1)=[O:16])([CH3:13])([CH3:12])[CH3:11]. (6) Given the reactants [Cl:1][C:2]1[CH:19]=[CH:18][C:5]([CH2:6][O:7][C:8]2[CH:15]=[CH:14][C:11]([CH:12]=O)=[CH:10][C:9]=2[O:16][CH3:17])=[CH:4][CH:3]=1.[NH:20]1[C:28]2[C:23](=[CH:24][CH:25]=[CH:26][N:27]=2)[CH:22]=[CH:21]1, predict the reaction product. The product is: [Cl:1][C:2]1[CH:19]=[CH:18][C:5]([CH2:6][O:7][C:8]2[CH:15]=[CH:14][C:11]([CH2:12][C:22]3[C:23]4[C:28](=[N:27][CH:26]=[CH:25][CH:24]=4)[NH:20][CH:21]=3)=[CH:10][C:9]=2[O:16][CH3:17])=[CH:4][CH:3]=1.